Dataset: Catalyst prediction with 721,799 reactions and 888 catalyst types from USPTO. Task: Predict which catalyst facilitates the given reaction. (1) Product: [CH3:13][S:12][C:8]1[CH:7]=[C:6]([C:5]2[N:4]=[CH:3][NH:2][N:17]=2)[CH:11]=[CH:10][CH:9]=1. Reactant: C[N:2](C)[CH:3]=[N:4][C:5](=O)[C:6]1[CH:11]=[CH:10][CH:9]=[C:8]([S:12][CH3:13])[CH:7]=1.O.[NH2:17]N. The catalyst class is: 15. (2) The catalyst class is: 5. Product: [ClH:1].[ClH:33].[Cl:1][C:2]1[CH:3]=[CH:4][C:5]([CH2:6][N:7]2[CH2:11][CH2:10][C@@H:9]([NH:12][C:13]3[N:14]=[CH:15][C:16](/[CH:19]=[CH:20]/[C:21]([NH:23][OH:24])=[O:22])=[N:17][CH:18]=3)[CH2:8]2)=[CH:31][CH:32]=1. Reactant: [Cl:1][C:2]1[CH:32]=[CH:31][C:5]([CH2:6][N:7]2[CH2:11][CH2:10][C@@H:9]([NH:12][C:13]3[N:14]=[CH:15][C:16](/[CH:19]=[CH:20]/[C:21]([NH:23][O:24]C4CCCCO4)=[O:22])=[N:17][CH:18]=3)[CH2:8]2)=[CH:4][CH:3]=1.[ClH:33]. (3) Reactant: CCN(C(C)C)C(C)C.[CH:10]1[C:22]2[CH2:21][C:20]3[C:15](=[CH:16][CH:17]=[CH:18][CH:19]=3)[C:14]=2[CH:13]=[CH:12][C:11]=1[C:23]([OH:25])=O.C1C=CC2N(O)N=NC=2C=1.CCN=C=NCCCN(C)C.Cl.[NH2:48][CH2:49][C:50]([N:52]1[CH2:57][CH2:56][N:55]([C:58](=[O:69])[C:59]2[CH:64]=[CH:63][CH:62]=[CH:61][C:60]=2[C:65]([F:68])([F:67])[F:66])[CH2:54][CH2:53]1)=[O:51]. Product: [O:51]=[C:50]([N:52]1[CH2:53][CH2:54][N:55]([C:58](=[O:69])[C:59]2[CH:64]=[CH:63][CH:62]=[CH:61][C:60]=2[C:65]([F:68])([F:67])[F:66])[CH2:56][CH2:57]1)[CH2:49][NH:48][C:23]([C:11]1[CH:12]=[CH:13][C:14]2[C:15]3[C:20](=[CH:19][CH:18]=[CH:17][CH:16]=3)[CH2:21][C:22]=2[CH:10]=1)=[O:25]. The catalyst class is: 18. (4) Reactant: [CH3:1][O:2][C:3]1[C:8]2[C:9](=[N:12]O)[CH2:10][O:11][C:7]=2[CH:6]=[CH:5][CH:4]=1. Product: [CH3:1][O:2][C:3]1[C:8]2[CH:9]([NH2:12])[CH2:10][O:11][C:7]=2[CH:6]=[CH:5][CH:4]=1. The catalyst class is: 29. (5) Reactant: [CH:1]([O:4][C:5]([NH:7][CH2:8][CH:9]([CH2:14][CH:15]([CH3:17])[CH3:16])[CH2:10][C:11]([OH:13])=[O:12])=[O:6])([CH3:3])[CH3:2].C(N(CC)CC)C. Product: [CH:1]([O:4][C:5]([NH:7][CH2:8][C@@H:9]([CH2:14][CH:15]([CH3:17])[CH3:16])[CH2:10][C:11]([OH:13])=[O:12])=[O:6])([CH3:3])[CH3:2]. The catalyst class is: 657. (6) Reactant: [Br-].[CH3:2][C:3]1[CH:8]=[CH:7][CH:6]=[CH:5][C:4]=1[CH2:9][P+](C1C=CC=CC=1)(C1C=CC=CC=1)C1C=CC=CC=1.CC(C)([O-])C.[K+].[CH3:35][O:36][C:37]1[C:42]([CH2:43][N:44]2[CH2:49][CH2:48][CH:47]([CH:50]=O)[CH2:46][CH2:45]2)=[CH:41][CH:40]=[CH:39][N:38]=1. Product: [CH3:35][O:36][C:37]1[C:42]([CH2:43][N:44]2[CH2:49][CH2:48][CH:47](/[CH:50]=[CH:9]/[C:4]3[CH:5]=[CH:6][CH:7]=[CH:8][C:3]=3[CH3:2])[CH2:46][CH2:45]2)=[CH:41][CH:40]=[CH:39][N:38]=1. The catalyst class is: 9. (7) Reactant: [CH3:1][S:2][C:3]1[CH:35]=[CH:34][C:6]([O:7][C:8]2[CH:13]=[C:12]([N:14]([CH2:23][O:24][CH2:25][CH2:26][Si:27]([CH3:30])([CH3:29])[CH3:28])[CH2:15][O:16][CH2:17][CH2:18][Si:19]([CH3:22])([CH3:21])[CH3:20])[N:11]3[N:31]=[CH:32][CH:33]=[C:10]3[N:9]=2)=[CH:5][CH:4]=1.C1C(=O)N([I:43])C(=O)C1. Product: [I:43][C:33]1[CH:32]=[N:31][N:11]2[C:12]([N:14]([CH2:15][O:16][CH2:17][CH2:18][Si:19]([CH3:20])([CH3:21])[CH3:22])[CH2:23][O:24][CH2:25][CH2:26][Si:27]([CH3:28])([CH3:30])[CH3:29])=[CH:13][C:8]([O:7][C:6]3[CH:5]=[CH:4][C:3]([S:2][CH3:1])=[CH:35][CH:34]=3)=[N:9][C:10]=12. The catalyst class is: 10.